Dataset: Full USPTO retrosynthesis dataset with 1.9M reactions from patents (1976-2016). Task: Predict the reactants needed to synthesize the given product. (1) Given the product [CH2:1]([C@@H:8]([C:9]([NH:33][C:30]1[N:31]=[N:32][C:27]([C:22]2[CH:23]=[CH:24][CH:25]=[CH:26][C:21]=2[Cl:20])=[CH:28][CH:29]=1)=[O:11])[CH2:12][C:13]([OH:15])=[O:14])[C:2]1[CH:3]=[CH:4][CH:5]=[CH:6][CH:7]=1, predict the reactants needed to synthesize it. The reactants are: [CH2:1]([C@H:8]([CH2:12][C:13]([O:15]C(C)(C)C)=[O:14])[C:9]([OH:11])=O)[C:2]1[CH:7]=[CH:6][CH:5]=[CH:4][CH:3]=1.[Cl:20][C:21]1[CH:26]=[CH:25][CH:24]=[CH:23][C:22]=1[C:27]1[N:32]=[N:31][C:30]([NH2:33])=[CH:29][CH:28]=1.BrC1N=NC(N)=CC=1.ClC1C=CC=CC=1B(O)O. (2) Given the product [Cl:1][C:2]1[CH:3]=[C:4]2[C:12](=[O:13])[C:11]3[CH:14]=[C:15]([Cl:22])[N:16]=[CH:17][C:10]=3[CH:9]=[CH:8][C:5]2=[N:6][CH:7]=1, predict the reactants needed to synthesize it. The reactants are: [Cl:1][C:2]1[CH:3]=[C:4]2[C:12](=[O:13])[C:11]3[CH:14]=[C:15](OC)[N:16]=[CH:17][C:10]=3[CH:9]=[CH:8][C:5]2=[N:6][CH:7]=1.O=P(Cl)(Cl)[Cl:22].C([O-])(O)=O.[Na+]. (3) Given the product [CH3:15][O:14][C:11]1[CH:12]=[CH:13][C:8]([CH2:7][N:6]2[C:2]([N:17]([CH3:16])[NH2:18])=[N:3][N:4]=[N:5]2)=[CH:9][CH:10]=1, predict the reactants needed to synthesize it. The reactants are: Br[C:2]1[N:6]([CH2:7][C:8]2[CH:13]=[CH:12][C:11]([O:14][CH3:15])=[CH:10][CH:9]=2)[N:5]=[N:4][N:3]=1.[CH3:16][NH:17][NH2:18]. (4) Given the product [Cl:19][CH2:18][C@@H:6]1[C:5]2[C:4]3[CH:20]=[CH:21][CH:22]=[CH:23][C:3]=3[C:2]([NH:1][C:36](=[O:37])[CH2:35][CH2:34][CH2:33][CH2:32][CH2:31][N:26]3[C:27](=[O:30])[CH:28]=[CH:29][C:25]3=[O:24])=[CH:10][C:9]=2[N:8]([C:11]([O:13][C:14]([CH3:16])([CH3:17])[CH3:15])=[O:12])[CH2:7]1, predict the reactants needed to synthesize it. The reactants are: [NH2:1][C:2]1[C:3]2[CH:23]=[CH:22][CH:21]=[CH:20][C:4]=2[C:5]2[C@@H:6]([CH2:18][Cl:19])[CH2:7][N:8]([C:11]([O:13][C:14]([CH3:17])([CH3:16])[CH3:15])=[O:12])[C:9]=2[CH:10]=1.[O:24]=[C:25]1[CH:29]=[CH:28][C:27](=[O:30])[N:26]1[CH2:31][CH2:32][CH2:33][CH2:34][CH2:35][C:36](O)=[O:37].Cl.CN(C)CCCN=C=NCC.C1(C)C=CC(S(O)(=O)=O)=CC=1. (5) Given the product [CH3:11][C@H:12]([CH2:15][CH2:16][C:17]1[C:22]([CH3:24])([CH3:23])[CH2:21][CH2:20][CH2:19][C:18]=1[CH3:25])[CH:13]=[O:14], predict the reactants needed to synthesize it. The reactants are: CS(C)=O.C(Cl)(=O)C(Cl)=O.[CH3:11][C@H:12]([CH2:15][CH2:16][C:17]1[C:22]([CH3:24])([CH3:23])[CH2:21][CH2:20][CH2:19][C:18]=1[CH3:25])[CH2:13][OH:14].CCN(CC)CC. (6) Given the product [Cl:6][C:7]1[C:8]([CH:21]=[O:22])=[C:9]([O:13][CH2:14][C:15]2[CH:16]=[CH:17][CH:18]=[CH:19][CH:20]=2)[CH:10]=[N:11][CH:12]=1, predict the reactants needed to synthesize it. The reactants are: [Li]CCCC.[Cl:6][C:7]1[CH:8]=[C:9]([O:13][CH2:14][C:15]2[CH:20]=[CH:19][CH:18]=[CH:17][CH:16]=2)[CH:10]=[N:11][CH:12]=1.[CH:21](OC)=[O:22].C([O-])(O)=O.[Na+]. (7) Given the product [CH3:22][N:2]([CH3:1])[CH:3]([C:5]1[CH:14]=[C:13]2[C:8]([C:9]3[CH:19]=[CH:18][CH:17]=[CH:16][C:10]=3[C:11](=[O:15])[O:12]2)=[C:7]([OH:20])[CH:6]=1)[CH3:4], predict the reactants needed to synthesize it. The reactants are: [CH3:1][N:2]([CH3:22])[CH:3]([C:5]1[CH:14]=[C:13]2[C:8]([C:9]3[CH:19]=[CH:18][CH:17]=[CH:16][C:10]=3[C:11](=[O:15])[O:12]2)=[C:7]([O:20]C)[CH:6]=1)[CH3:4].Br.C([O-])(O)=O.[Na+].